This data is from Forward reaction prediction with 1.9M reactions from USPTO patents (1976-2016). The task is: Predict the product of the given reaction. Given the reactants [CH3:1][C:2]([C:9]1[CH:14]=[CH:13][C:12]([C:15]2([C:20]3[CH:25]=[CH:24][CH:23]=[CH:22][CH:21]=3)[O:19][CH2:18][CH2:17][O:16]2)=[CH:11][CH:10]=1)([CH3:8])[CH2:3][C:4]([O:6]C)=[O:5].O.O.[OH-].[Li+], predict the reaction product. The product is: [CH3:8][C:2]([C:9]1[CH:14]=[CH:13][C:12]([C:15]2([C:20]3[CH:25]=[CH:24][CH:23]=[CH:22][CH:21]=3)[O:19][CH2:18][CH2:17][O:16]2)=[CH:11][CH:10]=1)([CH3:1])[CH2:3][C:4]([OH:6])=[O:5].